Dataset: Full USPTO retrosynthesis dataset with 1.9M reactions from patents (1976-2016). Task: Predict the reactants needed to synthesize the given product. (1) Given the product [CH2:11]([O:10][CH2:9][C:6]([CH2:19][O:20][CH2:21][CH2:22][CH2:23][CH2:24][CH2:25][CH2:26][CH2:27][CH3:28])([CH2:7][C:32]#[N:30])[CH2:5][C:1]#[N:2])[CH2:12][CH2:13][CH2:14][CH2:15][CH2:16][CH2:17][CH3:18], predict the reactants needed to synthesize it. The reactants are: [C-:1]#[N:2].[K+].I[CH2:5][C:6]([CH2:19][O:20][CH2:21][CH2:22][CH2:23][CH2:24][CH2:25][CH2:26][CH2:27][CH3:28])([CH2:9][O:10][CH2:11][CH2:12][CH2:13][CH2:14][CH2:15][CH2:16][CH2:17][CH3:18])[CH2:7]I.C[N:30]([CH:32]=O)C. (2) Given the product [ClH:25].[NH2:27][CH2:28][CH2:29][O:30]/[N:31]=[C:20]1/[C@H:3]([CH2:1][CH3:2])[CH:4]2[C@:17]([CH3:22])([CH2:18][CH2:19]/1)[C@@H:16]1[C@H:7]([C@H:8]3[C@@:12]([CH2:14][CH2:15]1)([CH3:13])[C:11](=[O:23])[CH2:10][CH2:9]3)[CH2:6][C:5]2=[O:24], predict the reactants needed to synthesize it. The reactants are: [CH2:1]([C@H:3]1[C:20](=O)[CH2:19][CH2:18][C@@:17]2([CH3:22])[CH:4]1[C:5](=[O:24])[CH2:6][C@@H:7]1[C@@H:16]2[CH2:15][CH2:14][C@@:12]2([CH3:13])[C@H:8]1[CH2:9][CH2:10][C:11]2=[O:23])[CH3:2].[ClH:25].Cl.[NH2:27][CH2:28][CH2:29][O:30][NH2:31]. (3) Given the product [Br:1][C:2]1[CH:3]=[C:4]2[C:8](=[CH:9][CH:10]=1)[C:7]1([CH2:28][CH2:27][O:26][CH2:25][CH2:24]1)[CH:6]=[C:5]2[CH2:11][CH3:12], predict the reactants needed to synthesize it. The reactants are: [Br:1][C:2]1[CH:3]=[C:4]2[C:8](=[CH:9][CH:10]=1)[CH2:7][CH:6]=[C:5]2[CH2:11][CH3:12].C[Si]([N-][Si](C)(C)C)(C)C.[Na+].Br[CH2:24][CH2:25][O:26][CH2:27][CH2:28]Br. (4) Given the product [NH2:28][C:27]1[S:26][C:5]2[N:6]=[C:7]([NH:10][C:11]3[CH:12]=[C:13]([NH:18][C:19](=[O:25])[O:20][C:21]([CH3:24])([CH3:23])[CH3:22])[CH:14]=[CH:15][C:16]=3[CH3:17])[N:8]=[CH:9][C:4]=2[N:1]=1, predict the reactants needed to synthesize it. The reactants are: [N+:1]([C:4]1[C:5]([S:26][C:27]#[N:28])=[N:6][C:7]([NH:10][C:11]2[CH:12]=[C:13]([NH:18][C:19](=[O:25])[O:20][C:21]([CH3:24])([CH3:23])[CH3:22])[CH:14]=[CH:15][C:16]=2[CH3:17])=[N:8][CH:9]=1)([O-])=O.CN1CCCC1=O.[Cl-].[Ca+2].[Cl-]. (5) Given the product [C:16]([C:4]1[CH:5]=[C:6]2[C:10](=[C:2]([C:23]3[CH:24]=[CH:25][C:20]([C:19]([F:30])([F:29])[F:18])=[CH:21][CH:22]=3)[CH:3]=1)[N:9]([CH3:11])[C:8]([C:12]([NH2:14])=[O:13])=[C:7]2[CH3:15])#[N:17], predict the reactants needed to synthesize it. The reactants are: Br[C:2]1[CH:3]=[C:4]([C:16]#[N:17])[CH:5]=[C:6]2[C:10]=1[N:9]([CH3:11])[C:8]([C:12]([NH2:14])=[O:13])=[C:7]2[CH3:15].[F:18][C:19]([F:30])([F:29])[C:20]1[CH:25]=[CH:24][C:23](B(O)O)=[CH:22][CH:21]=1. (6) Given the product [F:35][C:34]1[CH:33]=[CH:32][C:19]([CH2:20][C:21]2[C:30]3[C:25](=[CH:26][CH:27]=[CH:28][CH:29]=3)[C:24](=[O:31])[NH:23][N:22]=2)=[CH:18][C:17]=1[C:15]([N:8]1[CH2:14][CH2:13][CH2:12][N:11]([C:38](=[O:39])[C:37](=[O:36])[CH3:41])[CH2:10][CH2:9]1)=[O:16], predict the reactants needed to synthesize it. The reactants are: OC(C(F)(F)F)=O.[N:8]1([C:15]([C:17]2[CH:18]=[C:19]([CH:32]=[CH:33][C:34]=2[F:35])[CH2:20][C:21]2[C:30]3[C:25](=[CH:26][CH:27]=[CH:28][CH:29]=3)[C:24](=[O:31])[NH:23][N:22]=2)=[O:16])[CH2:14][CH2:13][CH2:12][NH:11][CH2:10][CH2:9]1.[O:36]=[C:37]([CH3:41])[C:38](O)=[O:39].CCN(C(C)C)C(C)C.CN(C(ON1N=NC2C=CC=NC1=2)=[N+](C)C)C.F[P-](F)(F)(F)(F)F. (7) Given the product [CH2:16]([O:15][C:11](=[O:14])[CH:12]=[CH:13][C:2]1[CH:3]=[C:4]([CH:8]=[CH:9][CH:10]=1)[C:5]([OH:7])=[O:6])[CH3:17], predict the reactants needed to synthesize it. The reactants are: I[C:2]1[CH:3]=[C:4]([CH:8]=[CH:9][CH:10]=1)[C:5]([OH:7])=[O:6].[C:11]([O:15][CH2:16][CH3:17])(=[O:14])[CH:12]=[CH2:13].